From a dataset of Peptide-MHC class I binding affinity with 185,985 pairs from IEDB/IMGT. Regression. Given a peptide amino acid sequence and an MHC pseudo amino acid sequence, predict their binding affinity value. This is MHC class I binding data. (1) The peptide sequence is VVPRRKAKII. The MHC is Mamu-A01 with pseudo-sequence Mamu-A01. The binding affinity (normalized) is 0. (2) The peptide sequence is FFSYLMKDK. The MHC is HLA-B35:01 with pseudo-sequence HLA-B35:01. The binding affinity (normalized) is 0. (3) The peptide sequence is KWGKKIILF. The MHC is HLA-A24:03 with pseudo-sequence HLA-A24:03. The binding affinity (normalized) is 1.00. (4) The peptide sequence is AMAFHLTTR. The MHC is HLA-A31:01 with pseudo-sequence HLA-A31:01. The binding affinity (normalized) is 0.958. (5) The peptide sequence is WVWDTWPLA. The MHC is HLA-A02:19 with pseudo-sequence HLA-A02:19. The binding affinity (normalized) is 0.787. (6) The peptide sequence is FAAAAARTL. The MHC is HLA-B07:02 with pseudo-sequence HLA-B07:02. The binding affinity (normalized) is 0.556.